Dataset: Peptide-MHC class II binding affinity with 134,281 pairs from IEDB. Task: Regression. Given a peptide amino acid sequence and an MHC pseudo amino acid sequence, predict their binding affinity value. This is MHC class II binding data. (1) The peptide sequence is NLNIKLNMPLYIAGN. The MHC is DRB3_0202 with pseudo-sequence DRB3_0202. The binding affinity (normalized) is 0.451. (2) The peptide sequence is AAPAAVAAAGDAAKG. The MHC is HLA-DQA10501-DQB10301 with pseudo-sequence HLA-DQA10501-DQB10301. The binding affinity (normalized) is 0.605. (3) The peptide sequence is AGIMIFDPYGATISA. The MHC is HLA-DPA10103-DPB10401 with pseudo-sequence HLA-DPA10103-DPB10401. The binding affinity (normalized) is 0.412. (4) The peptide sequence is NSFKPFAEYKSDYVY. The MHC is DRB1_0301 with pseudo-sequence DRB1_0301. The binding affinity (normalized) is 0.196.